The task is: Binary Classification. Given a drug SMILES string, predict its activity (active/inactive) in a high-throughput screening assay against a specified biological target.. This data is from Cav3 T-type calcium channel HTS with 100,875 compounds. (1) The result is 0 (inactive). The drug is O(c1cc(C(N2CCCCCC2)C#N)ccc1OC)C. (2) The molecule is s1c(NC(=O)c2ccccc2)c(c(c1C)C)C(=O)N(CC)CC. The result is 0 (inactive). (3) The compound is S(=O)(=O)(N(CC)CC)c1ccc(N\N=C2\C(=NN(C2=O)C(=S)N)C)cc1. The result is 0 (inactive). (4) The drug is S(=O)(=O)(Nc1c(OC)cc(NC(=O)C2CC2)c(OC)c1)c1ccc(F)cc1. The result is 0 (inactive). (5) The drug is O(C(=O)c1c(n(CCCC)c2nc3c(nc12)cccc3)NC(=O)c1occc1)CC. The result is 0 (inactive). (6) The drug is Clc1c(NP(=O)(c2sc3CCCCc3n2)c2ccccc2)c(Cl)ccc1. The result is 0 (inactive).